Task: Predict the reaction yield, written as a fraction of the theoretical maximum amount of product (1.0 means a 100% yield; for example, 0.34 means a 34% yield).. Dataset: Reaction yield outcomes from USPTO patents with 853,638 reactions (1) The reactants are O1CCOCC1.[CH3:7][O:8][C:9]1[C:14]([N+:15]([O-:17])=[O:16])=[CH:13][CH:12]=[CH:11][C:10]=1B1OC(C)(C)C(C)(C)O1.[CH3:27][O:28][C:29]([C:31]1[N:32]([S:37]([C:40]2[CH:45]=[CH:44][C:43]([CH3:46])=[CH:42][CH:41]=2)(=[O:39])=[O:38])[CH:33]=[C:34](I)[CH:35]=1)=[O:30].C(=O)([O-])[O-].[K+].[K+]. The catalyst is C1C=CC([P]([Pd]([P](C2C=CC=CC=2)(C2C=CC=CC=2)C2C=CC=CC=2)([P](C2C=CC=CC=2)(C2C=CC=CC=2)C2C=CC=CC=2)[P](C2C=CC=CC=2)(C2C=CC=CC=2)C2C=CC=CC=2)(C2C=CC=CC=2)C2C=CC=CC=2)=CC=1.O. The product is [CH3:27][O:28][C:29]([C:31]1[N:32]([S:37]([C:40]2[CH:41]=[CH:42][C:43]([CH3:46])=[CH:44][CH:45]=2)(=[O:38])=[O:39])[CH:33]=[C:34]([C:10]2[CH:11]=[CH:12][CH:13]=[C:14]([N+:15]([O-:17])=[O:16])[C:9]=2[O:8][CH3:7])[CH:35]=1)=[O:30]. The yield is 0.480. (2) The reactants are [CH3:1][O:2][C:3](=[O:23])[C:4]1[CH:9]=[C:8]([N+:10]([O-])=O)[C:7]([NH2:13])=[C:6]([F:14])[C:5]=1[NH:15][C:16]1[CH:21]=[CH:20][CH:19]=[CH:18][C:17]=1[Cl:22]. The catalyst is CC(O)=O.C(OCC)(=O)C.[Zn]. The product is [CH3:1][O:2][C:3](=[O:23])[C:4]1[CH:9]=[C:8]([NH2:10])[C:7]([NH2:13])=[C:6]([F:14])[C:5]=1[NH:15][C:16]1[CH:21]=[CH:20][CH:19]=[CH:18][C:17]=1[Cl:22]. The yield is 0.480.